This data is from Forward reaction prediction with 1.9M reactions from USPTO patents (1976-2016). The task is: Predict the product of the given reaction. (1) Given the reactants Br[C:2]1[CH:3]=[C:4]([CH:25]=[C:26]([C:28]([F:31])([F:30])[F:29])[CH:27]=1)[C:5]([N:7]([C:9]1[CH:10]=[N:11][C:12]([CH3:24])=[CH:13][C:14]=1[C:15]1[CH:20]=[CH:19][C:18]([F:21])=[CH:17][C:16]=1[O:22][CH3:23])[CH3:8])=[O:6].[CH3:32][Si:33]([CH3:38])([CH3:37])[CH2:34][CH2:35][SH:36].C1(P(C2C=CC=CC=2)C2C3OC4C(=CC=CC=4P(C4C=CC=CC=4)C4C=CC=CC=4)C(C)(C)C=3C=CC=2)C=CC=CC=1.CCN(C(C)C)C(C)C.[NH4+].[Cl-], predict the reaction product. The product is: [F:21][C:18]1[CH:19]=[CH:20][C:15]([C:14]2[CH:13]=[C:12]([CH3:24])[N:11]=[CH:10][C:9]=2[N:7]([CH3:8])[C:5](=[O:6])[C:4]2[CH:3]=[C:2]([S:36][CH2:35][CH2:34][Si:33]([CH3:38])([CH3:37])[CH3:32])[CH:27]=[C:26]([C:28]([F:29])([F:30])[F:31])[CH:25]=2)=[C:16]([O:22][CH3:23])[CH:17]=1. (2) Given the reactants [Br:1][C:2]1[CH:3]=[CH:4][C:5]2[N:6]([C:8](I)=[CH:9][N:10]=2)[CH:7]=1.[CH3:12][O:13][C:14]1[CH:15]=[C:16](B(O)O)[CH:17]=[C:18]([O:22][CH3:23])[C:19]=1[O:20][CH3:21].C([O-])([O-])=O.[Na+].[Na+], predict the reaction product. The product is: [Br:1][C:2]1[CH:3]=[CH:4][C:5]2[N:6]([C:8]([C:16]3[CH:17]=[C:18]([O:22][CH3:23])[C:19]([O:20][CH3:21])=[C:14]([O:13][CH3:12])[CH:15]=3)=[CH:9][N:10]=2)[CH:7]=1. (3) Given the reactants [NH2:1][C:2]1[N:6]([CH:7]([CH3:9])[CH3:8])[N:5]=[CH:4][C:3]=1[C:10]#[N:11].[C:12]1([C:18](Cl)([C:25]2[CH:30]=[CH:29][CH:28]=[CH:27][CH:26]=2)[C:19]2[CH:24]=[CH:23][CH:22]=[CH:21][CH:20]=2)[CH:17]=[CH:16][CH:15]=[CH:14][CH:13]=1, predict the reaction product. The product is: [CH:7]([N:6]1[C:2]([NH:1][C:18]([C:12]2[CH:17]=[CH:16][CH:15]=[CH:14][CH:13]=2)([C:25]2[CH:26]=[CH:27][CH:28]=[CH:29][CH:30]=2)[C:19]2[CH:20]=[CH:21][CH:22]=[CH:23][CH:24]=2)=[C:3]([C:10]#[N:11])[CH:4]=[N:5]1)([CH3:9])[CH3:8]. (4) Given the reactants [Cl:1][C:2]1[CH:45]=[CH:44][C:5]([C:6]([NH:8][C:9]2[N:13]([CH2:14][CH:15]3[CH2:19][CH2:18][CH2:17][N:16]3[C:20](=[O:24])[CH2:21][C:22]#[N:23])[C:12]3[CH:25]=[CH:26][C:27]([CH2:29][N:30]([C@H:38]([C:40]([CH3:43])([CH3:42])[CH3:41])[CH3:39])[C:31](=[O:37])[O:32][C:33]([CH3:36])([CH3:35])[CH3:34])=[CH:28][C:11]=3[N:10]=2)=[O:7])=[CH:4][CH:3]=1.[CH3:46][C:47]([NH:51][C:52](=[O:58])[O:53][C:54]([CH3:57])([CH3:56])[CH3:55])([CH3:50])[CH:48]=O.N1CCCCC1, predict the reaction product. The product is: [C:54]([O:53][C:52]([NH:51][C:47]([CH3:50])([CH3:48])[CH:46]=[C:21]([C:22]#[N:23])[C:20]([N:16]1[CH2:17][CH2:18][CH2:19][CH:15]1[CH2:14][N:13]1[C:12]2[CH:25]=[CH:26][C:27]([CH2:29][N:30]([C@@H:38]([CH3:39])[C:40]([CH3:43])([CH3:42])[CH3:41])[C:31](=[O:37])[O:32][C:33]([CH3:36])([CH3:34])[CH3:35])=[CH:28][C:11]=2[N:10]=[C:9]1[NH:8][C:6](=[O:7])[C:5]1[CH:4]=[CH:3][C:2]([Cl:1])=[CH:45][CH:44]=1)=[O:24])=[O:58])([CH3:57])([CH3:56])[CH3:55]. (5) Given the reactants [F:1][C:2]1[CH:19]=[CH:18][C:5](/[CH:6]=[N:7]/[C:8]2[CH:16]=[CH:15][CH:14]=[C:13]3[C:9]=2[CH2:10][O:11][C:12]3=[O:17])=[CH:4][CH:3]=1.[S:20]1[CH:24]=[CH:23][N:22]=[C:21]1[CH:25]=O.[O-:27][CH2:28][CH3:29].[Na+].C(O)C, predict the reaction product. The product is: [F:1][C:2]1[CH:3]=[CH:4][C:5]([CH:6]2[CH:25]([C:21]3[S:20][CH:24]=[CH:23][N:22]=3)[C:28](=[O:27])[C:29]3[C:13]([C:12]([O:11][CH2:10][CH3:9])=[O:17])=[CH:14][CH:15]=[CH:16][C:8]=3[NH:7]2)=[CH:18][CH:19]=1. (6) Given the reactants BrC[C:3](Cl)=[O:4].[C:6]([NH:10][C:11]([C:13]1[S:33][C:16]2[N:17]=[C:18]([C:28]3[S:29][CH:30]=[CH:31][CH:32]=3)[N:19]=[C:20]([C:21]3[CH:26]=[CH:25][CH:24]=[C:23]([NH2:27])[CH:22]=3)[C:15]=2[C:14]=1[NH2:34])=[O:12])([CH3:9])([CH3:8])[CH3:7].CCN(C(C)C)C(C)C.[CH2:44]([Cl:46])Cl, predict the reaction product. The product is: [C:6]([NH:10][C:11]([C:13]1[S:33][C:16]2[N:17]=[C:18]([C:28]3[S:29][CH:30]=[CH:31][CH:32]=3)[N:19]=[C:20]([C:21]3[CH:26]=[CH:25][CH:24]=[C:23]([NH:27][C:3](=[O:4])[CH2:44][Cl:46])[CH:22]=3)[C:15]=2[C:14]=1[NH2:34])=[O:12])([CH3:9])([CH3:7])[CH3:8]. (7) Given the reactants [S:1]1[C:5]2[CH:6]=[C:7]([NH:10][C:11]3[N:16]=[CH:15][C:14]([C:17]4[O:18][C:19]([CH:27]([CH3:29])[CH3:28])=[C:20](C(OCC)=O)[N:21]=4)=[C:13]([NH:30][CH:31]([CH3:33])[CH3:32])[CH:12]=3)[CH:8]=[CH:9][C:4]=2[N:3]=[CH:2]1.C[Mg]Br, predict the reaction product. The product is: [S:1]1[C:5]2[CH:6]=[C:7]([NH:10][C:11]3[N:16]=[CH:15][C:14]([C:17]4[O:18][C:19]([CH:27]([CH3:29])[CH3:28])=[C:20]([C:19]([OH:18])([CH3:27])[CH3:20])[N:21]=4)=[C:13]([NH:30][CH:31]([CH3:33])[CH3:32])[CH:12]=3)[CH:8]=[CH:9][C:4]=2[N:3]=[CH:2]1.